Dataset: Catalyst prediction with 721,799 reactions and 888 catalyst types from USPTO. Task: Predict which catalyst facilitates the given reaction. Reactant: Br[C:2]1[CH:7]=[CH:6][C:5]([CH2:8][CH2:9][OH:10])=[CH:4][CH:3]=1.C(N(C(C)C)CC)(C)C.[CH:20]([N:22]1[C:26](=[O:27])[C:25]2=[CH:28][CH:29]=[CH:30][CH:31]=[C:24]2[C:23]1=[O:32])=[CH2:21].C1(C)C=CC=CC=1P(C1C=CC=CC=1C)C1C=CC=CC=1C. Product: [OH:10][CH2:9][CH2:8][C:5]1[CH:6]=[CH:7][C:2]([CH:21]=[CH:20][N:22]2[C:23](=[O:32])[C:24]3[C:25](=[CH:28][CH:29]=[CH:30][CH:31]=3)[C:26]2=[O:27])=[CH:3][CH:4]=1. The catalyst class is: 10.